Regression. Given a peptide amino acid sequence and an MHC pseudo amino acid sequence, predict their binding affinity value. This is MHC class II binding data. From a dataset of Peptide-MHC class II binding affinity with 134,281 pairs from IEDB. (1) The peptide sequence is SNLLRAIEAQQHLLQLTVWGIKQL. The MHC is DRB1_0405 with pseudo-sequence DRB1_0405. The binding affinity (normalized) is 0.513. (2) The peptide sequence is IIAGTPEVHAVKPGA. The MHC is DRB1_0401 with pseudo-sequence DRB1_0401. The binding affinity (normalized) is 0.368. (3) The peptide sequence is NSLLFIPDIKLAIDN. The MHC is DRB1_0901 with pseudo-sequence DRB1_0901. The binding affinity (normalized) is 0.453. (4) The peptide sequence is KKEEKKESGDAASGA. The MHC is HLA-DQA10102-DQB10502 with pseudo-sequence HLA-DQA10102-DQB10502. The binding affinity (normalized) is 0. (5) The binding affinity (normalized) is 0.600. The MHC is DRB1_1302 with pseudo-sequence DRB1_1302. The peptide sequence is YELQIVDKIDAAFKI. (6) The peptide sequence is LQPETFAVVDLNKMR. The MHC is DRB3_0101 with pseudo-sequence DRB3_0101. The binding affinity (normalized) is 0.394. (7) The peptide sequence is TYDKGILTVSVAVSE. The MHC is DRB1_0301 with pseudo-sequence DRB1_0301. The binding affinity (normalized) is 0.533. (8) The peptide sequence is DLGYAPATPAAPGAG. The MHC is DRB1_1201 with pseudo-sequence DRB1_1201. The binding affinity (normalized) is 0.164.